From a dataset of Reaction yield outcomes from USPTO patents with 853,638 reactions. Predict the reaction yield, written as a fraction of the theoretical maximum amount of product (1.0 means a 100% yield; for example, 0.34 means a 34% yield). (1) The reactants are CN(CC(C1(O)CCCCC1)C1C=CC([OH:12])=CC=1)C.CC(C)=O.[C:24]([OH:31])(=[O:30])[CH2:25][CH2:26][C:27]([OH:29])=[O:28]. The catalyst is O. The product is [OH2:12].[C:24]([OH:31])(=[O:30])[CH2:25][CH2:26][C:27]([OH:29])=[O:28]. The yield is 0.787. (2) The reactants are F[C:2]1[N:12]=[CH:11][CH:10]=[CH:9][C:3]=1[C:4]([O:6][CH2:7][CH3:8])=[O:5].C(N(C(C)C)CC)(C)C.[F:22][C@@H:23]1[CH2:27][CH2:26][NH:25][CH2:24]1. The catalyst is CN(C=O)C. The product is [F:22][C@@H:23]1[CH2:27][CH2:26][N:25]([C:2]2[N:12]=[CH:11][CH:10]=[CH:9][C:3]=2[C:4]([O:6][CH2:7][CH3:8])=[O:5])[CH2:24]1. The yield is 0.940.